This data is from Full USPTO retrosynthesis dataset with 1.9M reactions from patents (1976-2016). The task is: Predict the reactants needed to synthesize the given product. Given the product [CH2:1]([P:3]([CH2:10][CH2:11][CH2:12][NH2:13])(=[O:4])[OH:9])[CH3:2], predict the reactants needed to synthesize it. The reactants are: [CH2:1]([P:3]([CH2:10][CH2:11][CH2:12][NH2:13])(=[O:9])[O:4]CCCC)[CH3:2].O.